This data is from Full USPTO retrosynthesis dataset with 1.9M reactions from patents (1976-2016). The task is: Predict the reactants needed to synthesize the given product. Given the product [F:33][C:30]1[CH:31]=[CH:32][C:27]([CH:17]([NH:18][C:19]2[CH:20]=[N:21][CH:22]=[C:23]([O:25][CH3:26])[CH:24]=2)[C:16]([C:12]2[C:11]3[C:15](=[C:7]([CH2:6][CH2:5][OH:4])[CH:8]=[CH:9][CH:10]=3)[NH:14][CH:13]=2)=[O:34])=[CH:28][CH:29]=1, predict the reactants needed to synthesize it. The reactants are: C([O:4][CH2:5][CH2:6][C:7]1[CH:8]=[CH:9][CH:10]=[C:11]2[C:15]=1[NH:14][CH:13]=[C:12]2[C:16](=[O:34])[CH:17]([C:27]1[CH:32]=[CH:31][C:30]([F:33])=[CH:29][CH:28]=1)[NH:18][C:19]1[CH:20]=[N:21][CH:22]=[C:23]([O:25][CH3:26])[CH:24]=1)(=O)C.C(=O)([O-])[O-].[K+].[K+].